From a dataset of Full USPTO retrosynthesis dataset with 1.9M reactions from patents (1976-2016). Predict the reactants needed to synthesize the given product. (1) Given the product [CH2:7]([O:14][C:15]1[CH:24]=[C:18]2[CH2:19][NH:20][CH2:21][CH2:22][N:17]2[N:16]=1)[C:8]1[CH:9]=[CH:10][CH:11]=[CH:12][CH:13]=1, predict the reactants needed to synthesize it. The reactants are: [H-].[Al+3].[Li+].[H-].[H-].[H-].[CH2:7]([O:14][C:15]1[CH:24]=[C:18]2[C:19](=O)[NH:20][CH2:21][CH2:22][N:17]2[N:16]=1)[C:8]1[CH:13]=[CH:12][CH:11]=[CH:10][CH:9]=1. (2) Given the product [Cl:11][C:12]1[C:20]2[N:19]=[C:18]([NH:21][C:22]3[C:27]([CH3:28])=[CH:26][C:25]([Cl:29])=[CH:24][C:23]=3[O:30][CH3:31])[N:17]([CH3:32])[C:16]=2[C:15]([C:33]([OH:35])([C:4]([CH3:3])([CH3:5])[CH3:37])[C:6]([CH3:9])([CH3:8])[CH3:7])=[CH:14][CH:13]=1, predict the reactants needed to synthesize it. The reactants are: CC[CH2:3][CH2:4][CH3:5].[C:6]([Li])([CH3:9])([CH3:8])[CH3:7].[Cl:11][C:12]1[C:20]2[N:19]=[C:18]([NH:21][C:22]3[C:27]([CH3:28])=[CH:26][C:25]([Cl:29])=[CH:24][C:23]=3[O:30][CH3:31])[N:17]([CH3:32])[C:16]=2[C:15]([C:33]([O:35]C)=O)=[CH:14][CH:13]=1.[CH2:37](OCC)C. (3) Given the product [C:1]([O:4][C@@:5]1([OH:31])[C@@H:9]([CH2:10][OH:11])[O:8][C@@:7]([O:22][C:23](=[O:25])[CH3:24])([N:12]2[C:21]3[C:15]([C:41]([Cl:44])([N:18]=[CH:19][N:20]=3)[NH2:33])=[N:14][CH2:13]2)[C@:6]1([O:27][C:28](=[O:30])[CH3:29])[OH:26])(=[O:3])[CH3:2], predict the reactants needed to synthesize it. The reactants are: [C:1]([O:4][C@@:5]1([OH:31])[C@@H:9]([CH2:10][OH:11])[O:8][C@@:7]([O:22][C:23](=[O:25])[CH3:24])([N:12]2[C:21]3[N:20]=[CH:19][N:18]=C(O)[C:15]=3[N:14]=[CH:13]2)[C@:6]1([O:27][C:28](=[O:30])[CH3:29])[OH:26])(=[O:3])[CH3:2].C[N:33](C=O)C.S(Cl)(Cl)=O.[CH:41]([Cl:44])(Cl)Cl. (4) Given the product [CH:4]1[CH:3]=[CH:2][C:1]([C@H:7]2[O:15][C@@H:8]2[C:9]2[CH:10]=[CH:11][CH:12]=[CH:13][CH:14]=2)=[CH:6][CH:5]=1, predict the reactants needed to synthesize it. The reactants are: [C:1]1(/[CH:7]=[CH:8]/[C:9]2[CH:14]=[CH:13][CH:12]=[CH:11][CH:10]=2)[CH:6]=[CH:5][CH:4]=[CH:3][CH:2]=1.[OH:15]O. (5) Given the product [CH3:15][O:14][C:12]1[CH:13]=[C:5]2[C:6](=[CH:10][CH:11]=1)[C:7](=[O:9])[N:16]([C@H:17]1[CH2:22][CH2:21][C@H:20]([C:23]([OH:25])=[O:24])[CH2:19][CH2:18]1)[C:1]([CH3:26])=[CH:4]2, predict the reactants needed to synthesize it. The reactants are: [C:1]([CH2:4][C:5]1[CH:13]=[C:12]([O:14][CH3:15])[CH:11]=[CH:10][C:6]=1[C:7]([OH:9])=O)(O)=O.[NH2:16][C@H:17]1[CH2:22][CH2:21][C@H:20]([C:23]([OH:25])=[O:24])[CH2:19][CH2:18]1.[CH3:26]N(C=O)C.